Dataset: Reaction yield outcomes from USPTO patents with 853,638 reactions. Task: Predict the reaction yield, written as a fraction of the theoretical maximum amount of product (1.0 means a 100% yield; for example, 0.34 means a 34% yield). The reactants are [Si]([O:8][CH2:9][C:10]1[C:11]([NH:41][C:42](=[O:48])[O:43][C:44]([CH3:47])([CH3:46])[CH3:45])=[N:12][CH:13]=[CH:14][C:15]=1[O:16][C:17]1[CH:22]=[CH:21][C:20]([NH:23][C:24]([C:26]2[C:27](=[O:39])[N:28]([C:32]3[CH:37]=[CH:36][C:35]([F:38])=[CH:34][CH:33]=3)[CH:29]=[CH:30][CH:31]=2)=[O:25])=[CH:19][C:18]=1[F:40])(C(C)(C)C)(C)C.[F-].C([N+](CCCC)(CCCC)CCCC)CCC. The catalyst is C1COCC1.C(OCC)(=O)C. The product is [F:40][C:18]1[CH:19]=[C:20]([NH:23][C:24]([C:26]2[C:27](=[O:39])[N:28]([C:32]3[CH:37]=[CH:36][C:35]([F:38])=[CH:34][CH:33]=3)[CH:29]=[CH:30][CH:31]=2)=[O:25])[CH:21]=[CH:22][C:17]=1[O:16][C:15]1[CH:14]=[CH:13][N:12]=[C:11]([NH:41][C:42](=[O:48])[O:43][C:44]([CH3:45])([CH3:46])[CH3:47])[C:10]=1[CH2:9][OH:8]. The yield is 0.660.